This data is from Full USPTO retrosynthesis dataset with 1.9M reactions from patents (1976-2016). The task is: Predict the reactants needed to synthesize the given product. (1) Given the product [C:33]([O:37][C:38]([N:40]1[CH2:44][C@H:43]([O:45][C:46]2[C:55]3[C:50](=[CH:51][C:52]([O:56][CH3:57])=[CH:53][CH:54]=3)[N:49]=[C:48]([C:58]3[N:59]=[C:60]([NH:63][CH:64]([CH3:65])[CH3:66])[S:61][CH:62]=3)[CH:47]=2)[CH2:42][C@H:41]1[C:67](=[O:68])[NH:29][C@:24]1([C:22]([NH:21][S:20]([C:15]2[CH:16]=[CH:17][CH:18]=[CH:19][C:14]=2[NH:13][CH2:12][CH2:11][CH2:10][CH2:9][N:7]([CH2:6][CH2:5][CH2:4][C:3]([O:2][CH3:1])=[O:32])[CH3:8])(=[O:31])=[O:30])=[O:23])[CH2:26][C@H:25]1[CH:27]=[CH2:28])=[O:39])([CH3:36])([CH3:34])[CH3:35], predict the reactants needed to synthesize it. The reactants are: [CH3:1][O:2][C:3](=[O:32])[CH2:4][CH2:5][CH2:6][N:7]([CH2:9][CH2:10][CH2:11][CH2:12][NH:13][C:14]1[CH:19]=[CH:18][CH:17]=[CH:16][C:15]=1[S:20](=[O:31])(=[O:30])[NH:21][C:22]([C@@:24]1([NH2:29])[CH2:26][C@H:25]1[CH:27]=[CH2:28])=[O:23])[CH3:8].[C:33]([O:37][C:38]([N:40]1[CH2:44][C@H:43]([O:45][C:46]2[C:55]3[C:50](=[CH:51][C:52]([O:56][CH3:57])=[CH:53][CH:54]=3)[N:49]=[C:48]([C:58]3[N:59]=[C:60]([NH:63][CH:64]([CH3:66])[CH3:65])[S:61][CH:62]=3)[CH:47]=2)[CH2:42][C@H:41]1[C:67](O)=[O:68])=[O:39])([CH3:36])([CH3:35])[CH3:34].CN(C(ON1N=NC2C=CC=NC1=2)=[N+](C)C)C.F[P-](F)(F)(F)(F)F.CCN(C(C)C)C(C)C. (2) Given the product [CH3:1][C:2]1[C:7]([CH2:8][S+:9]([O-:19])[C:10]2[NH:11][C:12]3[CH:13]=[CH:14][CH:15]=[CH:16][C:17]=3[N:18]=2)=[N:6][CH:5]=[CH:4][C:3]=1[O:20][CH2:21][CH2:22][CH2:23][O:24][CH3:25].[Ca:28], predict the reactants needed to synthesize it. The reactants are: [CH3:1][C:2]1[C:7]([CH2:8][S+:9]([O-:19])[C:10]2[N-:11][C:12]3[CH:13]=[CH:14][CH:15]=[CH:16][C:17]=3[N:18]=2)=[N:6][CH:5]=[CH:4][C:3]=1[O:20][CH2:21][CH2:22][CH2:23][O:24][CH3:25].[Na+].[Cl-].[Ca+2:28].[Cl-].